The task is: Predict the product of the given reaction.. This data is from Forward reaction prediction with 1.9M reactions from USPTO patents (1976-2016). (1) Given the reactants C([O:3][C:4](=[O:16])[C:5]#[C:6][C:7]1[CH:8]=[N:9][CH:10]=[C:11]([O:13][CH2:14][CH3:15])[CH:12]=1)C.C(OC([N:24]1[C:33]2[C:28](=[CH:29][CH:30]=[C:31]([CH2:34][CH2:35][O:36][C:37]3[CH:38]=[C:39]4[C:43](=[CH:44][CH:45]=3)[NH:42][CH:41]=[CH:40]4)[N:32]=2)[CH2:27][CH2:26][CH2:25]1)=O)(C)(C)C, predict the reaction product. The product is: [CH2:14]([O:13][C:11]1[CH:12]=[C:7]([CH:6]([N:42]2[C:43]3[C:39](=[CH:38][C:37]([O:36][CH2:35][CH2:34][C:31]4[CH:30]=[CH:29][C:28]5[CH2:27][CH2:26][CH2:25][NH:24][C:33]=5[N:32]=4)=[CH:45][CH:44]=3)[CH:40]=[CH:41]2)[CH2:5][C:4]([OH:3])=[O:16])[CH:8]=[N:9][CH:10]=1)[CH3:15]. (2) Given the reactants [N:1]1([CH2:7][CH2:8][O:9][N:10]=C(C2C=CC=CC=2)C2C=CC=CC=2)[CH2:6][CH2:5][O:4][CH2:3][CH2:2]1.[ClH:24], predict the reaction product. The product is: [ClH:24].[ClH:24].[N:1]1([CH2:7][CH2:8][O:9][NH2:10])[CH2:6][CH2:5][O:4][CH2:3][CH2:2]1. (3) The product is: [C:33]([NH:32][CH2:31][CH2:30][CH2:29][N:24]1[C:23]([C:52]([O:54][CH2:55][CH3:56])=[O:53])=[C:22]2[CH2:21][CH2:20][C:19]3[CH:18]=[N:11][N:10]([C:7]4[CH:8]=[CH:9][C:4]([O:3][CH3:2])=[CH:5][CH:6]=4)[C:27]=3[C:26]2=[N:25]1)([C:46]1[CH:51]=[CH:50][CH:49]=[CH:48][CH:47]=1)([C:40]1[CH:41]=[CH:42][CH:43]=[CH:44][CH:45]=1)[C:34]1[CH:39]=[CH:38][CH:37]=[CH:36][CH:35]=1. Given the reactants Cl.[CH3:2][O:3][C:4]1[CH:9]=[CH:8][C:7]([NH:10][NH2:11])=[CH:6][CH:5]=1.C[O-].[Na+].CN(/[CH:18]=[C:19]1\[CH2:20][CH2:21][C:22]2[C:26]([C:27]\1=O)=[N:25][N:24]([CH2:29][CH2:30][CH2:31][NH:32][C:33]([C:46]1[CH:51]=[CH:50][CH:49]=[CH:48][CH:47]=1)([C:40]1[CH:45]=[CH:44][CH:43]=[CH:42][CH:41]=1)[C:34]1[CH:39]=[CH:38][CH:37]=[CH:36][CH:35]=1)[C:23]=2[C:52]([O:54][CH2:55][CH3:56])=[O:53])C, predict the reaction product. (4) Given the reactants C(O[C:6](=[O:28])[NH:7][C@@H:8]([CH2:21][C:22]1[CH:27]=[CH:26][CH:25]=[CH:24][CH:23]=1)[CH:9]([C:11](=[O:20])[NH:12][CH2:13][C:14]1[CH:19]=[CH:18][CH:17]=[CH:16][CH:15]=1)[OH:10])(C)(C)C.FC(F)(F)C(O)=O.[CH2:36]([O:43][C:44]([NH:46][C:47]1([C:50]([NH:52][C@@H:53]([CH2:57][C:58]2[CH:63]=[CH:62][C:61]([O:64][CH3:65])=[CH:60][CH:59]=2)C(O)=O)=[O:51])[CH2:49][CH2:48]1)=[O:45])[C:37]1[CH:42]=[CH:41][CH:40]=[CH:39][CH:38]=1.CN(C(ON1N=NC2C=CC=NC1=2)=[N+](C)C)C.F[P-](F)(F)(F)(F)F.C(N(CC)C(C)C)(C)C, predict the reaction product. The product is: [CH2:36]([O:43][C:44](=[O:45])[NH:46][C:47]1([C:50](=[O:51])[NH:52][C@H:53]([C:6](=[O:28])[NH:7][C@@H:8]([CH2:21][C:22]2[CH:23]=[CH:24][CH:25]=[CH:26][CH:27]=2)[CH:9]([C:11](=[O:20])[NH:12][CH2:13][C:14]2[CH:15]=[CH:16][CH:17]=[CH:18][CH:19]=2)[OH:10])[CH2:57][C:58]2[CH:63]=[CH:62][C:61]([O:64][CH3:65])=[CH:60][CH:59]=2)[CH2:48][CH2:49]1)[C:37]1[CH:42]=[CH:41][CH:40]=[CH:39][CH:38]=1. (5) Given the reactants [Br:1][C:2]1[CH:7]=[CH:6][C:5]([C:8](=O)[C:9]([OH:12])([CH3:11])[CH3:10])=[CH:4][CH:3]=1.[C:14](#[N:18])[CH2:15][C:16]#[N:17].C(O)(=O)C.[N:23]1C=C[CH:26]=[CH:25][CH:24]=1, predict the reaction product. The product is: [C:24]([C:25]1[C:26](=[C:15]([C:14]#[N:18])[C:16]#[N:17])[O:12][C:9]([CH3:11])([CH3:10])[C:8]=1[C:5]1[CH:6]=[CH:7][C:2]([Br:1])=[CH:3][CH:4]=1)#[N:23]. (6) Given the reactants [C:1]1(=[N:7]O)[CH2:6][CH2:5][CH2:4][CH2:3][CH2:2]1.[OH:9][S:10]([OH:13])(=[O:12])=[O:11].[O:14]=S(=O)=O, predict the reaction product. The product is: [S:10]([OH:13])([OH:12])(=[O:11])=[O:9].[C:1]1(=[O:14])[NH:7][CH2:2][CH2:3][CH2:4][CH2:5][CH2:6]1.